Dataset: Forward reaction prediction with 1.9M reactions from USPTO patents (1976-2016). Task: Predict the product of the given reaction. (1) Given the reactants Cl.Cl.[Cl:3][C:4]1[CH:9]=[CH:8][C:7]([C:10]2[S:18][C:17]3[C:16](=[O:19])[N:15]([CH2:20][CH2:21][C:22]4[CH:27]=[CH:26][C:25]([CH2:28][NH:29][CH3:30])=[CH:24][CH:23]=4)[CH:14]=[N:13][C:12]=3[CH:11]=2)=[CH:6][CH:5]=1.[CH:31]1([C:34](Cl)=[O:35])[CH2:33][CH2:32]1.C(N(CC)CC)C.O1CCCC1, predict the reaction product. The product is: [Cl:3][C:4]1[CH:5]=[CH:6][C:7]([C:10]2[S:18][C:17]3[C:16](=[O:19])[N:15]([CH2:20][CH2:21][C:22]4[CH:23]=[CH:24][C:25]([CH2:28][N:29]([CH3:30])[C:34]([CH:31]5[CH2:33][CH2:32]5)=[O:35])=[CH:26][CH:27]=4)[CH:14]=[N:13][C:12]=3[CH:11]=2)=[CH:8][CH:9]=1. (2) Given the reactants [NH2:1][C:2]1[N:11]=[C:10]2[C:5]([CH2:6][CH2:7][C:8]3[C:14]([C:15]([NH2:17])=[O:16])=[C:13]([C:18]4[CH:23]=[CH:22][CH:21]=[CH:20][CH:19]=4)[N:12]([CH3:24])[C:9]=32)=[CH:4][N:3]=1, predict the reaction product. The product is: [NH2:1][C:2]1[N:3]=[CH:4][C:5]2[C:10]([N:11]=1)=[C:9]1[N:12]([CH3:24])[C:13]([C:18]3[CH:19]=[CH:20][CH:21]=[CH:22][CH:23]=3)=[C:14]([C:15]([NH2:17])=[O:16])[C:8]1=[CH:7][CH:6]=2. (3) Given the reactants [F:1][C:2]1[CH:8]=[CH:7][CH:6]=[C:5]([C:9]([F:12])([F:11])[F:10])[C:3]=1N.N([O-])=O.[Na+].[S:17](=[O:19])=[O:18].[ClH:20], predict the reaction product. The product is: [F:1][C:2]1[CH:8]=[CH:7][CH:6]=[C:5]([C:9]([F:12])([F:11])[F:10])[C:3]=1[S:17]([Cl:20])(=[O:19])=[O:18]. (4) Given the reactants C(OC([N:8]([CH:10]1[CH2:14][CH2:13][N:12]([S:15]([C:18]2[C:19]3[C:20]([Br:29])=[CH:21][N:22]=[C:23]([Cl:28])[C:24]=3[CH:25]=[CH:26][CH:27]=2)(=[O:17])=[O:16])[CH2:11]1)[CH3:9])=O)(C)(C)C.C([O:34]C(N(C1CCNC1)C)=O)(C)(C)C.C(OC(N([C@H]1CCNC1)C)=O)(C)(C)C, predict the reaction product. The product is: [OH:34][C:23]1[C:24]2[CH:25]=[CH:26][CH:27]=[C:18]([S:15]([N:12]3[CH2:13][CH2:14][CH:10]([NH:8][CH3:9])[CH2:11]3)(=[O:17])=[O:16])[C:19]=2[C:20]([Br:29])=[CH:21][N:22]=1.[ClH:28].